This data is from Catalyst prediction with 721,799 reactions and 888 catalyst types from USPTO. The task is: Predict which catalyst facilitates the given reaction. The catalyst class is: 31. Product: [Br:38][C:39]1[CH:40]=[C:41]([C:52]([F:54])([F:55])[F:53])[C:42]2[N:43]([C:45]([Cl:51])=[C:46]([C:48]([N:16]3[CH2:17][CH2:18][C@@H:19]([N:20]4[C:24](=[O:25])[CH2:23][O:22][C:21]4=[O:26])[C@H:14]([O:13][Si:12]([C:9]([CH3:8])([CH3:10])[CH3:11])([CH3:28])[CH3:27])[CH2:15]3)=[O:49])[N:47]=2)[CH:44]=1. Reactant: OC(C(F)(F)F)=O.[CH3:8][C:9]([Si:12]([CH3:28])([CH3:27])[O:13][C@H:14]1[C@H:19]([N:20]2[C:24](=[O:25])[CH2:23][O:22][C:21]2=[O:26])[CH2:18][CH2:17][NH:16][CH2:15]1)([CH3:11])[CH3:10].CCN(C(C)C)C(C)C.[Br:38][C:39]1[CH:40]=[C:41]([C:52]([F:55])([F:54])[F:53])[C:42]2[N:43]([C:45]([Cl:51])=[C:46]([C:48](O)=[O:49])[N:47]=2)[CH:44]=1.CN(C(ON1N=NC2C=CC=NC1=2)=[N+](C)C)C.F[P-](F)(F)(F)(F)F.